This data is from Full USPTO retrosynthesis dataset with 1.9M reactions from patents (1976-2016). The task is: Predict the reactants needed to synthesize the given product. (1) Given the product [F:22][C:14]1[CH:13]=[C:12]([NH:11][CH:1]=[O:3])[C:20]2[C:16](=[CH:17][C:18](=[O:21])[N:19]=2)[CH:15]=1, predict the reactants needed to synthesize it. The reactants are: [C:1](OC(=O)C)(=[O:3])C.C(O)=O.[NH2:11][C:12]1[CH:13]=[C:14]([F:22])[CH:15]=[C:16]2[C:20]=1[NH:19][C:18](=[O:21])[CH2:17]2.N1CCCCC1. (2) Given the product [CH2:35]([O:34][C:32]([N:1]1[CH2:6][CH2:5][CH:4]([NH:7][C:8]([C:10]2[C:14]3[N:15]=[CH:16][N:17]=[C:18]([C:19]4[C:27]5[O:26][CH2:25][O:24][C:23]=5[CH:22]=[CH:21][C:20]=4[O:28][CH2:29][CH3:30])[C:13]=3[NH:12][CH:11]=2)=[O:9])[CH2:3][CH2:2]1)=[O:33])[CH3:36], predict the reactants needed to synthesize it. The reactants are: [NH:1]1[CH2:6][CH2:5][CH:4]([NH:7][C:8]([C:10]2[C:14]3[N:15]=[CH:16][N:17]=[C:18]([C:19]4[C:27]5[O:26][CH2:25][O:24][C:23]=5[CH:22]=[CH:21][C:20]=4[O:28][CH2:29][CH3:30])[C:13]=3[NH:12][CH:11]=2)=[O:9])[CH2:3][CH2:2]1.Cl[C:32]([O:34][CH2:35][CH3:36])=[O:33]. (3) Given the product [Cl:15][C:16]1[CH:24]=[CH:23][C:19]([C:20]([N:1]2[CH:8]=[CH:7][C:5](=[O:6])[NH:4][C:2]2=[O:3])=[O:21])=[CH:18][CH:17]=1, predict the reactants needed to synthesize it. The reactants are: [NH:1]1[CH:8]=[CH:7][C:5](=[O:6])[NH:4][C:2]1=[O:3].N1C=CC=CC=1.[Cl:15][C:16]1[CH:24]=[CH:23][C:19]([C:20](Cl)=[O:21])=[CH:18][CH:17]=1. (4) Given the product [C:8]([O:13][CH3:14])(=[O:12])[C:9]([CH3:11])=[CH2:10].[C:15]([O:19][CH2:20][CH2:21][CH2:22][CH3:23])(=[O:18])[CH:16]=[CH2:17], predict the reactants needed to synthesize it. The reactants are: C=C.S(=O)(=O)(O)O.[C:8]([O:13][CH3:14])(=[O:12])[C:9]([CH3:11])=[CH2:10].[C:15]([O:19][CH2:20][CH2:21][CH2:22][CH3:23])(=[O:18])[CH:16]=[CH2:17].C(S)CCCCCCCCCCC. (5) Given the product [NH2:1][C:2]1[C:7]([C:8]([OH:10])=[O:9])=[CH:6][N:5]=[CH:4][C:3]=1[Br:11], predict the reactants needed to synthesize it. The reactants are: [NH2:1][C:2]1[C:7]([C:8]([OH:10])=[O:9])=[CH:6][N:5]=[CH:4][CH:3]=1.[Br:11]Br.